Dataset: Reaction yield outcomes from USPTO patents with 853,638 reactions. Task: Predict the reaction yield, written as a fraction of the theoretical maximum amount of product (1.0 means a 100% yield; for example, 0.34 means a 34% yield). (1) The reactants are CC(C)([O-])C.[Na+].[C:7]1([S:13]([N:16]2[C:21]3[CH:22]=[C:23]([Cl:27])[CH:24]=[C:25](Br)[C:20]=3[O:19][CH2:18][CH2:17]2)(=[O:15])=[O:14])[CH:12]=[CH:11][CH:10]=[CH:9][CH:8]=1.[C:28]([O:32][C:33]([N:35]1[CH2:40][CH2:39][NH:38][CH2:37][CH2:36]1)=[O:34])([CH3:31])([CH3:30])[CH3:29]. The catalyst is C1(C)C=CC=CC=1.C(OCC)(=O)C.C1C=CC(/C=C/C(/C=C/C2C=CC=CC=2)=O)=CC=1.C1C=CC(/C=C/C(/C=C/C2C=CC=CC=2)=O)=CC=1.C1C=CC(/C=C/C(/C=C/C2C=CC=CC=2)=O)=CC=1.[Pd].[Pd].C1(P(C2C=CC=CC=2)C2C=CC3C(=CC=CC=3)C=2C2C3C(=CC=CC=3)C=CC=2P(C2C=CC=CC=2)C2C=CC=CC=2)C=CC=CC=1. The product is [C:28]([O:32][C:33]([N:35]1[CH2:40][CH2:39][N:38]([C:25]2[C:20]3[O:19][CH2:18][CH2:17][N:16]([S:13]([C:7]4[CH:12]=[CH:11][CH:10]=[CH:9][CH:8]=4)(=[O:15])=[O:14])[C:21]=3[CH:22]=[C:23]([Cl:27])[CH:24]=2)[CH2:37][CH2:36]1)=[O:34])([CH3:31])([CH3:29])[CH3:30]. The yield is 0.750. (2) The reactants are [C:1]([O:5][C:6]([N:8]([C@@H:14]1[C:22]2[C:17](=[C:18]([C:23]3[S:24][C:25]([C:28]4[CH:33]=[CH:32][C:31]([O:34][CH:35]([CH3:37])[CH3:36])=[C:30]([C:38]#[N:39])[CH:29]=4)=[N:26][N:27]=3)[CH:19]=[CH:20][CH:21]=2)[CH2:16][CH2:15]1)[CH2:9][C:10]([O:12]C)=[O:11])=[O:7])([CH3:4])([CH3:3])[CH3:2].[OH-].[Na+]. The catalyst is CO. The product is [C:1]([O:5][C:6]([N:8]([C@@H:14]1[C:22]2[C:17](=[C:18]([C:23]3[S:24][C:25]([C:28]4[CH:33]=[CH:32][C:31]([O:34][CH:35]([CH3:36])[CH3:37])=[C:30]([C:38]#[N:39])[CH:29]=4)=[N:26][N:27]=3)[CH:19]=[CH:20][CH:21]=2)[CH2:16][CH2:15]1)[CH2:9][C:10]([OH:12])=[O:11])=[O:7])([CH3:3])([CH3:2])[CH3:4]. The yield is 0.920.